The task is: Regression. Given two drug SMILES strings and cell line genomic features, predict the synergy score measuring deviation from expected non-interaction effect.. This data is from NCI-60 drug combinations with 297,098 pairs across 59 cell lines. (1) Drug 1: CC1=CC2C(CCC3(C2CCC3(C(=O)C)OC(=O)C)C)C4(C1=CC(=O)CC4)C. Drug 2: CN1C2=C(C=C(C=C2)N(CCCl)CCCl)N=C1CCCC(=O)O.Cl. Cell line: SK-MEL-5. Synergy scores: CSS=-4.93, Synergy_ZIP=6.95, Synergy_Bliss=6.96, Synergy_Loewe=-5.30, Synergy_HSA=-3.40. (2) Drug 1: CC12CCC3C(C1CCC2=O)CC(=C)C4=CC(=O)C=CC34C. Drug 2: CC1CCCC2(C(O2)CC(NC(=O)CC(C(C(=O)C(C1O)C)(C)C)O)C(=CC3=CSC(=N3)C)C)C. Cell line: COLO 205. Synergy scores: CSS=34.5, Synergy_ZIP=2.53, Synergy_Bliss=6.05, Synergy_Loewe=0.168, Synergy_HSA=2.93. (3) Drug 1: C1CC(=O)NC(=O)C1N2CC3=C(C2=O)C=CC=C3N. Drug 2: N.N.Cl[Pt+2]Cl. Cell line: UACC62. Synergy scores: CSS=0.859, Synergy_ZIP=3.82, Synergy_Bliss=-3.41, Synergy_Loewe=-2.39, Synergy_HSA=-2.37. (4) Drug 1: CC1=C(C(=O)C2=C(C1=O)N3CC4C(C3(C2COC(=O)N)OC)N4)N. Drug 2: COCCOC1=C(C=C2C(=C1)C(=NC=N2)NC3=CC=CC(=C3)C#C)OCCOC.Cl. Cell line: NCI/ADR-RES. Synergy scores: CSS=2.99, Synergy_ZIP=-0.812, Synergy_Bliss=-0.0575, Synergy_Loewe=-7.29, Synergy_HSA=-4.98. (5) Drug 1: C1CCN(CC1)CCOC2=CC=C(C=C2)C(=O)C3=C(SC4=C3C=CC(=C4)O)C5=CC=C(C=C5)O. Drug 2: CC1=CC=C(C=C1)C2=CC(=NN2C3=CC=C(C=C3)S(=O)(=O)N)C(F)(F)F. Cell line: IGROV1. Synergy scores: CSS=2.09, Synergy_ZIP=-2.38, Synergy_Bliss=-0.874, Synergy_Loewe=-2.87, Synergy_HSA=-2.75. (6) Synergy scores: CSS=5.28, Synergy_ZIP=-7.10, Synergy_Bliss=-4.19, Synergy_Loewe=-3.92, Synergy_HSA=-2.41. Cell line: HCT-15. Drug 1: C1=CC=C(C=C1)NC(=O)CCCCCCC(=O)NO. Drug 2: C1CN(CCN1C(=O)CCBr)C(=O)CCBr.